This data is from Catalyst prediction with 721,799 reactions and 888 catalyst types from USPTO. The task is: Predict which catalyst facilitates the given reaction. (1) Reactant: [CH3:1][CH2:2][O:3][C:4]([C@@H:6]1[CH2:10][C:9]([CH:11]=[O:12])=[CH:8][N:7]1[C:13]([O:15][C:16]([CH3:19])([CH3:18])[CH3:17])=[O:14])=[O:5].[BH4-].[Na+].CO. Product: [CH3:1][CH2:2][O:3][C:4]([C@@H:6]1[CH2:10][C:9]([CH2:11][OH:12])=[CH:8][N:7]1[C:13]([O:15][C:16]([CH3:17])([CH3:19])[CH3:18])=[O:14])=[O:5]. The catalyst class is: 2. (2) Reactant: [BH4-].[Na+].[C:3]([NH:7][C:8]1[N:13]=[C:12]2[C:14](=[O:27])[CH2:15][CH2:16][C@@H:17]([C:19]3[CH:24]=[CH:23][CH:22]=[C:21]([F:25])[C:20]=3[F:26])[CH2:18][C:11]2=[CH:10][CH:9]=1)([CH3:6])([CH3:5])[CH3:4]. Product: [C:3]([NH:7][C:8]1[N:13]=[C:12]2[C@H:14]([OH:27])[CH2:15][CH2:16][C@@H:17]([C:19]3[CH:24]=[CH:23][CH:22]=[C:21]([F:25])[C:20]=3[F:26])[CH2:18][C:11]2=[CH:10][CH:9]=1)([CH3:6])([CH3:4])[CH3:5]. The catalyst class is: 5. (3) Reactant: [CH3:1][C:2]([CH2:4][C:5]([CH3:7])=[O:6])=[O:3].[CH3:8][N:9]([CH3:18])[C:10]1[CH:17]=[CH:16][C:13]([CH:14]=O)=[CH:12][CH:11]=1.B(OCCCC)(OCCCC)OCCCC.C(N)CCC.Cl. Product: [CH3:8][N:9]([CH3:18])[C:10]1[CH:17]=[CH:16][C:13]([CH:14]=[CH:7][C:5](=[O:6])[CH:4]=[C:2]([OH:3])[CH3:1])=[CH:12][CH:11]=1. The catalyst class is: 13. (4) Reactant: [CH3:1][O:2][C:3]1[CH:50]=[CH:49][C:6]([CH2:7][N:8]([C:44]2[S:45][CH:46]=[CH:47][N:48]=2)[S:9]([C:12]2[CH:13]=[CH:14][C:15]3[N:20]([C:21]4[CH:26]=[CH:25][C:24]([N+:27]([O-])=O)=[CH:23][C:22]=4[C:30]4[CH2:35][CH2:34][N:33]([C:36]([O:38][C:39]([CH3:42])([CH3:41])[CH3:40])=[O:37])[CH2:32][CH:31]=4)[CH2:19][CH2:18][O:17][C:16]=3[CH:43]=2)(=[O:11])=[O:10])=[CH:5][CH:4]=1.[Sn](Cl)Cl. Product: [NH2:27][C:24]1[CH:25]=[CH:26][C:21]([N:20]2[CH2:19][CH2:18][O:17][C:16]3[CH:43]=[C:12]([S:9](=[O:10])(=[O:11])[N:8]([CH2:7][C:6]4[CH:5]=[CH:4][C:3]([O:2][CH3:1])=[CH:50][CH:49]=4)[C:44]4[S:45][CH:46]=[CH:47][N:48]=4)[CH:13]=[CH:14][C:15]2=3)=[C:22]([C:30]2[CH2:35][CH2:34][N:33]([C:36]([O:38][C:39]([CH3:41])([CH3:42])[CH3:40])=[O:37])[CH2:32][CH:31]=2)[CH:23]=1. The catalyst class is: 5. (5) Reactant: [C:1]([O:4][CH2:5]/[CH:6]=[CH:7]/[CH2:8]/[CH:9]=[C:10](\[CH3:22])/[CH2:11][CH2:12]/[CH:13]=[C:14](\[CH3:21])/[CH2:15][CH2:16][CH:17]=[C:18]([CH3:20])[CH3:19])(=[O:3])[CH3:2]. Product: [C:1]([O:4][CH2:5][CH2:6][CH2:7][CH2:8][CH2:9][CH:10]([CH3:22])[CH2:11][CH2:12][CH2:13][CH:14]([CH3:21])[CH2:15][CH2:16][CH2:17][CH:18]([CH3:20])[CH3:19])(=[O:3])[CH3:2]. The catalyst class is: 45. (6) Reactant: [Cl:1][C:2]1[CH:3]=[C:4]2[C:8](=[CH:9][CH:10]=1)[N:7]([C:11]1[N:12]=[C:13]3[C:19]([C:20]([NH:22][C:23]([CH3:27])([CH3:26])[CH2:24][OH:25])=[O:21])=[CH:18][N:17](COCC[Si](C)(C)C)[C:14]3=[N:15][CH:16]=1)[N:6]=[CH:5]2.FC(F)(F)C(O)=O. Product: [OH:25][CH2:24][C:23]([NH:22][C:20]([C:19]1[C:13]2[C:14](=[N:15][CH:16]=[C:11]([N:7]3[C:8]4[C:4](=[CH:3][C:2]([Cl:1])=[CH:10][CH:9]=4)[CH:5]=[N:6]3)[N:12]=2)[NH:17][CH:18]=1)=[O:21])([CH3:27])[CH3:26]. The catalyst class is: 4. (7) Reactant: [NH2:1][C:2]1[N:11]=[C:10]([NH2:12])[C:9]2[C:4](=[CH:5][CH:6]=[C:7]([CH2:13]Br)[CH:8]=2)[N:3]=1.[CH3:15][O:16][C:17]1[CH:25]=[CH:24][C:23]([O:26][CH3:27])=[CH:22][C:18]=1[C:19]([OH:21])=[O:20].C(=O)([O-])[O-].[K+].[K+]. Product: [NH2:1][C:2]1[N:11]=[C:10]([NH2:12])[C:9]2[C:4](=[CH:5][CH:6]=[C:7]([CH2:13][O:21][C:19](=[O:20])[C:18]3[CH:22]=[C:23]([O:26][CH3:27])[CH:24]=[CH:25][C:17]=3[O:16][CH3:15])[CH:8]=2)[N:3]=1. The catalyst class is: 3. (8) Reactant: Cl.C(=[N:5][O:6][C:7]1[C:8]([C:18]#[N:19])=[N:9][CH:10]=[C:11]([O:13][N:14]=[C:15]([CH3:17])[CH3:16])[CH:12]=1)(C)C. Product: [NH2:19][C:18]1[C:8]2=[N:9][CH:10]=[C:11]([O:13][N:14]=[C:15]([CH3:16])[CH3:17])[CH:12]=[C:7]2[O:6][N:5]=1. The catalyst class is: 5.